Dataset: Full USPTO retrosynthesis dataset with 1.9M reactions from patents (1976-2016). Task: Predict the reactants needed to synthesize the given product. (1) Given the product [Cl:1][C:2]1[CH:7]=[C:6]([C:12]#[C:11][C:13]2[CH:23]=[CH:22][C:16]([C:17]([O:19][CH2:20][CH3:21])=[O:18])=[CH:15][CH:14]=2)[CH:5]=[N:4][C:3]=1[C:9]#[N:10], predict the reactants needed to synthesize it. The reactants are: [Cl:1][C:2]1[C:3]([C:9]#[N:10])=[N:4][CH:5]=[C:6](Cl)[CH:7]=1.[C:11]([C:13]1[CH:23]=[CH:22][C:16]([C:17]([O:19][CH2:20][CH3:21])=[O:18])=[CH:15][CH:14]=1)#[CH:12].C(N(CC)CC)C. (2) Given the product [CH2:25]([N:27]([CH3:28])[C:22]([C:11]1[CH:10]=[C:9]([C:6]2[CH:5]=[CH:4][C:3]([C:1]#[N:2])=[CH:8][N:7]=2)[N:13]([C:14]2[N:15]=[N:16][C:17]([O:20][CH3:21])=[CH:18][CH:19]=2)[N:12]=1)=[O:23])[CH3:26], predict the reactants needed to synthesize it. The reactants are: [C:1]([C:3]1[CH:4]=[CH:5][C:6]([C:9]2[N:13]([C:14]3[N:15]=[N:16][C:17]([O:20][CH3:21])=[CH:18][CH:19]=3)[N:12]=[C:11]([C:22](O)=[O:23])[CH:10]=2)=[N:7][CH:8]=1)#[N:2].[CH2:25]([NH:27][CH3:28])[CH3:26]. (3) Given the product [F:16][C:13]([F:14])([F:15])[CH:10]1[CH2:11][CH2:12][N:8]([C:6]([O:5][C:1]([CH3:2])([CH3:3])[CH3:4])=[O:7])[CH2:9]1, predict the reactants needed to synthesize it. The reactants are: [C:1]([O:5][C:6]([N:8]1[CH2:12][CH2:11][C:10](O)([C:13]([F:16])([F:15])[F:14])[CH2:9]1)=[O:7])([CH3:4])([CH3:3])[CH3:2].O=S(Cl)Cl.O. (4) Given the product [CH3:34][O:35][C:36]([C:38]1[CH:47]=[C:46]([CH2:48][CH2:49][CH2:50][NH:51][C:52]([O:54][C:55]([CH3:57])([CH3:56])[CH3:58])=[O:53])[C:45]2[C:40](=[C:41]([NH2:59])[CH:42]=[CH:43][CH:44]=2)[N:39]=1)=[O:37], predict the reactants needed to synthesize it. The reactants are: COC(C1C=C(NS(C2C=CC(C)=CC=2)(=O)=O)C2C(=C(OCC3C=CC=CC=3)C=CC=2)N=1)=O.[CH3:34][O:35][C:36]([C:38]1[CH:47]=[C:46]([C:48]#[C:49][CH2:50][NH:51][C:52]([O:54][C:55]([CH3:58])([CH3:57])[CH3:56])=[O:53])[C:45]2[C:40](=[C:41]([N+:59]([O-])=O)[CH:42]=[CH:43][CH:44]=2)[N:39]=1)=[O:37]. (5) Given the product [NH2:23][C:20]1[O:21][CH2:22][C:18]2([C:31]3[C:14](=[CH:13][CH:12]=[C:11]([NH:10][C:8](=[O:9])[C:5]4[CH:4]=[CH:3][C:2]([Br:1])=[CH:7][N:6]=4)[CH:32]=3)[CH2:15][C:16]([CH3:34])([CH3:33])[CH2:17]2)[N:19]=1, predict the reactants needed to synthesize it. The reactants are: [Br:1][C:2]1[CH:3]=[CH:4][C:5]([C:8]([NH:10][C:11]2[CH:32]=[C:31]3[C:14]([CH2:15][C:16]([CH3:34])([CH3:33])[CH2:17][C:18]43[CH2:22][O:21][C:20]([NH:23]C(=O)OC(C)(C)C)=[N:19]4)=[CH:13][CH:12]=2)=[O:9])=[N:6][CH:7]=1.C(O)(C(F)(F)F)=O. (6) Given the product [CH2:13]([C:17]1[N:18]=[C:19]([CH3:47])[N:20]([CH2:39][C:40]2[CH:45]=[CH:44][CH:43]=[CH:42][C:41]=2[Cl:46])[C:21](=[O:38])[C:22]=1[CH2:23][C:24]1[CH:25]=[CH:26][C:27]([C:30]2[CH:35]=[CH:34][CH:33]=[CH:32][C:31]=2[C:36]2[NH:3][C:4](=[O:7])[O:5][N:37]=2)=[CH:28][CH:29]=1)[CH2:14][CH2:15][CH3:16], predict the reactants needed to synthesize it. The reactants are: [Cl-].O[NH3+:3].[C:4](=[O:7])([O-])[OH:5].[Na+].CS(C)=O.[CH2:13]([C:17]1[N:18]=[C:19]([CH3:47])[N:20]([CH2:39][C:40]2[CH:45]=[CH:44][CH:43]=[CH:42][C:41]=2[Cl:46])[C:21](=[O:38])[C:22]=1[CH2:23][C:24]1[CH:29]=[CH:28][C:27]([C:30]2[C:31]([C:36]#[N:37])=[CH:32][CH:33]=[CH:34][CH:35]=2)=[CH:26][CH:25]=1)[CH2:14][CH2:15][CH3:16]. (7) Given the product [CH2:12]([O:19][C:20](=[O:21])[NH:22][CH2:23][C@H:24]([NH:30][C:31](=[O:36])[CH2:32][C:33](=[O:34])[NH:10][C:8]1[S:9][C:5]([C:1]([CH3:4])([CH3:3])[CH3:2])=[N:6][N:7]=1)[C@@H:25]([OH:29])[C:26]#[C:27][CH3:28])[C:13]1[CH:18]=[CH:17][CH:16]=[CH:15][CH:14]=1, predict the reactants needed to synthesize it. The reactants are: [C:1]([C:5]1[S:9][C:8]([NH2:10])=[N:7][N:6]=1)([CH3:4])([CH3:3])[CH3:2].[Li].[CH2:12]([O:19][C:20]([NH:22][CH2:23][C@H:24]([NH:30][C:31](=[O:36])[CH2:32][C:33](O)=[O:34])[C@@H:25]([OH:29])[C:26]#[C:27][CH3:28])=[O:21])[C:13]1[CH:18]=[CH:17][CH:16]=[CH:15][CH:14]=1.C(N(CC)C(C)C)(C)C.CN(C(ON1N=NC2C=CC=NC1=2)=[N+](C)C)C.F[P-](F)(F)(F)(F)F.